Task: Predict which catalyst facilitates the given reaction.. Dataset: Catalyst prediction with 721,799 reactions and 888 catalyst types from USPTO (1) Reactant: [Cl:1][C:2]1[CH:3]=[C:4]([N:20]2[C:28](=[O:29])[C:27]3[C:22](=[CH:23][CH:24]=[CH:25][CH:26]=3)[C:21]2=[O:30])[CH:5]=[C:6]([Cl:19])[C:7]=1[CH2:8][C:9]1[CH:14]=[C:13]([CH:15]([CH3:17])[CH3:16])[C:12](=[O:18])[NH:11][N:10]=1.[CH3:31]OC(OC)N(C)C. Product: [Cl:1][C:2]1[CH:3]=[C:4]([N:20]2[C:28](=[O:29])[C:27]3[C:22](=[CH:23][CH:24]=[CH:25][CH:26]=3)[C:21]2=[O:30])[CH:5]=[C:6]([Cl:19])[C:7]=1[CH2:8][C:9]1[CH:14]=[C:13]([CH:15]([CH3:17])[CH3:16])[C:12](=[O:18])[N:11]([CH3:31])[N:10]=1. The catalyst class is: 2. (2) Reactant: C([C:3]1[CH:4]=[C:5]2[C:10](=[CH:11][CH:12]=1)[CH:9]=[C:8]([CH:13]=[O:14])[CH:7]=[CH:6]2)#N.[H-].C([Al+]CC(C)C)C(C)C.[Cl-].[NH4+].[OH:27]S(O)(=O)=O. Product: [OH:27][C:3]1[CH:4]=[C:5]2[C:10](=[CH:11][CH:12]=1)[CH:9]=[C:8]([CH:13]=[O:14])[CH:7]=[CH:6]2. The catalyst class is: 805.